This data is from Reaction yield outcomes from USPTO patents with 853,638 reactions. The task is: Predict the reaction yield, written as a fraction of the theoretical maximum amount of product (1.0 means a 100% yield; for example, 0.34 means a 34% yield). (1) The reactants are [NH2:1][C:2]1[CH:7]=[CH:6][C:5]([OH:8])=[C:4]([F:9])[CH:3]=1.CC([O-])(C)C.[K+].Cl[C:17]1[CH:22]=[CH:21][N:20]=[C:19]2[CH:23]=[C:24]([C:26]3[N:27]=[CH:28][N:29]([CH2:31][CH2:32][N:33]4[CH2:38][CH2:37][N:36]([C:39]([O:41][C:42]([CH3:45])([CH3:44])[CH3:43])=[O:40])[CH2:35][CH2:34]4)[CH:30]=3)[S:25][C:18]=12.Cl.NC1C=CC(O)=C(F)C=1.C1([O-])C=CC=CC=1. The catalyst is CN1C(=O)CCC1. The product is [NH2:1][C:2]1[CH:7]=[CH:6][C:5]([O:8][C:17]2[CH:22]=[CH:21][N:20]=[C:19]3[CH:23]=[C:24]([C:26]4[N:27]=[CH:28][N:29]([CH2:31][CH2:32][N:33]5[CH2:34][CH2:35][N:36]([C:39]([O:41][C:42]([CH3:45])([CH3:44])[CH3:43])=[O:40])[CH2:37][CH2:38]5)[CH:30]=4)[S:25][C:18]=23)=[C:4]([F:9])[CH:3]=1. The yield is 0.470. (2) The reactants are [N+:1]([C:4]1[CH:14]=[CH:13][CH:12]=[C:11]2[C:5]=1[CH:6]=[CH:7][O:8][C:9]2=O)([O-:3])=[O:2].[NH3:15]. The catalyst is C(O)C. The product is [N+:1]([C:4]1[CH:14]=[CH:13][CH:12]=[C:11]2[C:5]=1[CH:6]=[CH:7][NH:15][C:9]2=[O:8])([O-:3])=[O:2]. The yield is 0.797. (3) The reactants are [CH2:1]([NH:8][C:9]([C:11]1[S:12][C:13]([Br:26])=[C:14]([C:24]#[N:25])[C:15]=1[C:16]1[CH:21]=[CH:20][C:19]([Cl:22])=[CH:18][C:17]=1[Cl:23])=O)[C:2]1[CH:7]=[CH:6][CH:5]=[CH:4][CH:3]=1.P(Cl)(Cl)(Cl)(Cl)Cl.Cl.O1CCOCC1.CO[CH:42](OC)[CH2:43][NH2:44]. The catalyst is C(Cl)Cl. The product is [CH2:1]([N:8]1[CH:42]=[CH:43][N:44]=[C:9]1[C:11]1[S:12][C:13]([Br:26])=[C:14]([C:24]#[N:25])[C:15]=1[C:16]1[CH:21]=[CH:20][C:19]([Cl:22])=[CH:18][C:17]=1[Cl:23])[C:2]1[CH:7]=[CH:6][CH:5]=[CH:4][CH:3]=1. The yield is 0.580. (4) The reactants are [O:1]([C:8]1[CH:9]=[C:10]([CH2:14][OH:15])[CH:11]=[N:12][CH:13]=1)[C:2]1[CH:7]=[CH:6][CH:5]=[CH:4][CH:3]=1. The catalyst is [O-2].[O-2].[Mn+4].C(Cl)Cl. The product is [O:1]([C:8]1[CH:9]=[C:10]([CH:14]=[O:15])[CH:11]=[N:12][CH:13]=1)[C:2]1[CH:3]=[CH:4][CH:5]=[CH:6][CH:7]=1. The yield is 0.810. (5) The reactants are [CH3:1][N:2]([CH3:11])[CH2:3][CH2:4][NH:5][CH2:6][C:7]([CH3:10])([NH2:9])[CH3:8].C1N=CN([C:17](N2C=NC=C2)=[O:18])C=1.CO. The catalyst is C(Cl)Cl. The product is [CH3:11][N:2]([CH3:1])[CH2:3][CH2:4][N:5]1[CH2:6][C:7]([CH3:8])([CH3:10])[NH:9][C:17]1=[O:18]. The yield is 0.0200. (6) The reactants are [CH3:1][O:2][C:3]([C:5]1[CH:6]=[C:7]2[CH:13]=[CH:12][NH:11][C:8]2=[N:9][CH:10]=1)=[O:4].[F:14][C:15]1[C:20](C=O)=[C:19]([F:23])[CH:18]=[CH:17][C:16]=1[NH:24][S:25]([CH2:28][CH2:29][CH3:30])(=[O:27])=[O:26].[OH-:31].[K+].O.[CH3:34]O. No catalyst specified. The product is [CH3:1][O:2][C:3]([C:5]1[CH:6]=[C:7]2[C:13]([C:20]3[C:19]([F:23])=[CH:18][CH:17]=[C:16]([NH:24][S:25]([CH2:28][CH2:29][CH3:30])(=[O:26])=[O:27])[C:15]=3[F:14])=[C:12]([OH:31])[N:11]([CH3:34])[C:8]2=[N:9][CH:10]=1)=[O:4]. The yield is 0.280. (7) The reactants are [F:1][C:2]([F:26])([F:25])[C@H:3]([N:12]1[CH2:16][CH2:15][C@H:14]([NH:17][C:18](=[O:24])[O:19][C:20]([CH3:23])([CH3:22])[CH3:21])[CH2:13]1)[C:4]1[CH:5]=[N:6][C:7]([NH:10][NH2:11])=[CH:8][CH:9]=1.[OH:27][C@@H:28]([CH3:43])[CH2:29][O:30][C:31]1[CH:32]=[CH:33][CH:34]=[C:35]2[C:40]=1[N:39]=[C:38]([CH:41]=O)[CH:37]=[CH:36]2.C(O)C.C(O)(=O)C.C(O)(=O)C.I(C1C=CC=CC=1)=O.C(=O)(O)[O-].[Na+]. The catalyst is C(OCC)(=O)C. The product is [F:26][C:2]([F:25])([F:1])[C@H:3]([N:12]1[CH2:16][CH2:15][C@H:14]([NH:17][C:18](=[O:24])[O:19][C:20]([CH3:22])([CH3:23])[CH3:21])[CH2:13]1)[C:4]1[CH:9]=[CH:8][C:7]2[N:6]([C:41]([C:38]3[CH:37]=[CH:36][C:35]4[C:40](=[C:31]([O:30][CH2:29][C@@H:28]([OH:27])[CH3:43])[CH:32]=[CH:33][CH:34]=4)[N:39]=3)=[N:11][N:10]=2)[CH:5]=1. The yield is 0.490.